Dataset: Reaction yield outcomes from USPTO patents with 853,638 reactions. Task: Predict the reaction yield, written as a fraction of the theoretical maximum amount of product (1.0 means a 100% yield; for example, 0.34 means a 34% yield). (1) The reactants are [C:1]([CH2:3][C:4]([OH:6])=O)#[N:2].[N:7]1([CH2:13][C:14]2[CH:28]=[CH:27][C:17]3[NH:18][C:19]([C:21]4[C:25]([NH2:26])=[CH:24][NH:23][N:22]=4)=[N:20][C:16]=3[CH:15]=2)[CH2:12][CH2:11][O:10][CH2:9][CH2:8]1.CN(C(ON1N=NC2C=CC=CC1=2)=[N+](C)C)C.[B-](F)(F)(F)F. The catalyst is CN(C=O)C. The product is [C:1]([CH2:3][C:4]([NH:26][C:25]1[C:21]([C:19]2[NH:18][C:17]3[CH:27]=[CH:28][C:14]([CH2:13][N:7]4[CH2:8][CH2:9][O:10][CH2:11][CH2:12]4)=[CH:15][C:16]=3[N:20]=2)=[N:22][NH:23][CH:24]=1)=[O:6])#[N:2]. The yield is 0.770. (2) The reactants are O[CH2:2]/[C:3](/[C:27]1[CH:32]=[CH:31][N:30]=[CH:29][CH:28]=1)=[C:4](/[C:9]1[CH:14]=[CH:13][C:12]([O:15][CH2:16][C:17]2[CH:26]=[CH:25][C:24]3[C:19](=[CH:20][CH:21]=[CH:22][CH:23]=3)[N:18]=2)=[CH:11][CH:10]=1)\[C:5]([NH:7][CH3:8])=[O:6].CCOCC.P(Br)(Br)Br.C([O-])(O)=O.[Na+]. The catalyst is C(Cl)Cl. The product is [CH3:8][N:7]1[CH2:2][C:3]([C:27]2[CH:32]=[CH:31][N:30]=[CH:29][CH:28]=2)=[C:4]([C:9]2[CH:10]=[CH:11][C:12]([O:15][CH2:16][C:17]3[CH:26]=[CH:25][C:24]4[C:19](=[CH:20][CH:21]=[CH:22][CH:23]=4)[N:18]=3)=[CH:13][CH:14]=2)[C:5]1=[O:6]. The yield is 0.850. (3) The reactants are [F:1][C:2]([F:13])([F:12])[C:3]1[C:11]2[CH2:10][CH2:9][CH2:8][CH2:7][C:6]=2[NH:5][N:4]=1.CC(C)([O-])C.[K+].CN(C=O)C.Br[CH2:26][C:27]1[CH:28]=[C:29]([CH:34]=[CH:35][CH:36]=1)[C:30]([O:32][CH3:33])=[O:31]. The catalyst is CCCCCC.O. The product is [F:13][C:2]([F:1])([F:12])[C:3]1[C:11]2[CH2:10][CH2:9][CH2:8][CH2:7][C:6]=2[N:5]([CH2:26][C:27]2[CH:28]=[C:29]([CH:34]=[CH:35][CH:36]=2)[C:30]([O:32][CH3:33])=[O:31])[N:4]=1. The yield is 0.340.